From a dataset of Forward reaction prediction with 1.9M reactions from USPTO patents (1976-2016). Predict the product of the given reaction. (1) Given the reactants [Cl:1][C:2]1[C:6]([Cl:7])=[C:5]([CH3:8])[NH:4][C:3]=1[C:9]([OH:11])=O.C(N(CC)CC)C.CN(C(ON1N=NC2C=CC=NC1=2)=[N+](C)C)C.F[P-](F)(F)(F)(F)F.[NH2:43][C@H:44]1[CH2:49][CH2:48][N:47]([C:50]([O:52][C:53]([CH3:56])([CH3:55])[CH3:54])=[O:51])[CH2:46][C@H:45]1[N:57]1[CH:61]=[CH:60][N:59]=[CH:58]1, predict the reaction product. The product is: [C:53]([O:52][C:50]([N:47]1[CH2:48][CH2:49][C@H:44]([NH:43][C:9]([C:3]2[NH:4][C:5]([CH3:8])=[C:6]([Cl:7])[C:2]=2[Cl:1])=[O:11])[C@H:45]([N:57]2[CH:61]=[CH:60][N:59]=[CH:58]2)[CH2:46]1)=[O:51])([CH3:56])([CH3:54])[CH3:55]. (2) Given the reactants [C:1]([O:5][C:6]([N:8]1[C@@H:12]([C:13](=[O:25])[NH:14][C:15]2[CH:16]=[N:17][C:18]([C:21]([F:24])([F:23])[F:22])=[CH:19][CH:20]=2)[CH2:11][O:10][C:9]1([CH3:27])[CH3:26])=[O:7])([CH3:4])([CH3:3])[CH3:2].[H-].[Na+].I[CH2:31][CH3:32].O, predict the reaction product. The product is: [C:1]([O:5][C:6]([N:8]1[C@@H:12]([C:13](=[O:25])[N:14]([CH2:31][CH3:32])[C:15]2[CH:16]=[N:17][C:18]([C:21]([F:23])([F:24])[F:22])=[CH:19][CH:20]=2)[CH2:11][O:10][C:9]1([CH3:27])[CH3:26])=[O:7])([CH3:4])([CH3:2])[CH3:3]. (3) Given the reactants Br[C:2]1[N:7]=[CH:6][C:5]([C@@H:8]2[CH2:10][C@H:9]2[N:11]([CH:19]2[CH2:24][CH2:23][CH:22]([NH:25][C:26]([O:28][C:29]([CH3:32])([CH3:31])[CH3:30])=[O:27])[CH2:21][CH2:20]2)[C:12](=[O:18])[O:13][C:14]([CH3:17])([CH3:16])[CH3:15])=[CH:4][CH:3]=1.[C:33]1([CH3:41])[CH:38]=[CH:37][CH:36]=[C:35]([CH2:39][NH2:40])[CH:34]=1.CC(C)([O-])C.[Na+].C1C=CC(P(C2C(C3C(P(C4C=CC=CC=4)C4C=CC=CC=4)=CC=C4C=3C=CC=C4)=C3C(C=CC=C3)=CC=2)C2C=CC=CC=2)=CC=1, predict the reaction product. The product is: [C:29]([O:28][C:26]([NH:25][CH:22]1[CH2:23][CH2:24][CH:19]([N:11]([C@@H:9]2[CH2:10][C@H:8]2[C:5]2[CH:6]=[N:7][C:2]([NH:40][CH2:39][C:35]3[CH:36]=[CH:37][CH:38]=[C:33]([CH3:41])[CH:34]=3)=[CH:3][CH:4]=2)[C:12](=[O:18])[O:13][C:14]([CH3:17])([CH3:16])[CH3:15])[CH2:20][CH2:21]1)=[O:27])([CH3:32])([CH3:31])[CH3:30]. (4) Given the reactants [CH2:1]([O:3][C:4]([C:6]1[C:15](=[O:16])[C:14]2[C:9](=[C:10]([C:19]#[C:20][CH2:21][CH:22]3[CH2:26][CH2:25][CH2:24][N:23]3C(OC(C)(C)C)=O)[C:11]([F:18])=[C:12]([F:17])[CH:13]=2)[N:8]([CH:34]2[CH2:36][CH2:35]2)[CH:7]=1)=[O:5])[CH3:2].FC(F)(F)C(O)=O, predict the reaction product. The product is: [CH2:1]([O:3][C:4]([C:6]1[C:15](=[O:16])[C:14]2[C:9](=[C:10]([C:19]#[C:20][CH2:21][CH:22]3[CH2:26][CH2:25][CH2:24][NH:23]3)[C:11]([F:18])=[C:12]([F:17])[CH:13]=2)[N:8]([CH:34]2[CH2:35][CH2:36]2)[CH:7]=1)=[O:5])[CH3:2]. (5) The product is: [CH2:1]([O:3][C:4](=[O:25])[C:5]1[CH:10]=[C:9]([N:11]2[C:15]([CH3:16])=[CH:14][CH:13]=[C:12]2[C:17]2[CH:22]=[C:21]([Br:23])[CH:20]=[CH:19][C:18]=2[O:24][CH2:29][C:28]2[CH:31]=[CH:32][C:33]([F:35])=[CH:34][C:27]=2[Cl:26])[CH:8]=[N:7][CH:6]=1)[CH3:2]. Given the reactants [CH2:1]([O:3][C:4](=[O:25])[C:5]1[CH:10]=[C:9]([N:11]2[C:15]([CH3:16])=[CH:14][CH:13]=[C:12]2[C:17]2[CH:22]=[C:21]([Br:23])[CH:20]=[CH:19][C:18]=2[OH:24])[CH:8]=[N:7][CH:6]=1)[CH3:2].[Cl:26][C:27]1[CH:34]=[C:33]([F:35])[CH:32]=[CH:31][C:28]=1[CH2:29]Br.C(=O)([O-])[O-].[K+].[K+], predict the reaction product. (6) The product is: [Cl:22][C:17]1[CH:16]=[C:15]([NH:14][C:5]2[C:4]3[C:9](=[CH:10][CH:11]=[C:2]([NH:1][CH2:28][C:25]4[CH:26]=[CH:27][O:23][CH:24]=4)[CH:3]=3)[N:8]=[CH:7][C:6]=2[C:12]#[N:13])[CH:20]=[CH:19][C:18]=1[F:21]. Given the reactants [NH2:1][C:2]1[CH:3]=[C:4]2[C:9](=[CH:10][CH:11]=1)[N:8]=[CH:7][C:6]([C:12]#[N:13])=[C:5]2[NH:14][C:15]1[CH:20]=[CH:19][C:18]([F:21])=[C:17]([Cl:22])[CH:16]=1.[O:23]1[CH:27]=[CH:26][C:25]([CH:28]=O)=[CH:24]1.[BH3-]C#N.[Na+], predict the reaction product. (7) Given the reactants [NH2:1][C:2]1[CH:3]=[CH:4][C:5]([C:8]#[N:9])=[N:6][CH:7]=1.C(N(CC)CC)C.[Cl:17][CH:18]([Cl:22])[C:19](Cl)=[O:20], predict the reaction product. The product is: [Cl:17][CH:18]([Cl:22])[C:19]([NH:1][C:2]1[CH:7]=[N:6][C:5]([C:8]#[N:9])=[CH:4][CH:3]=1)=[O:20]. (8) Given the reactants Br[CH2:2][C:3]1[S:4][C:5]2[CH:11]=[CH:10][CH:9]=[CH:8][C:6]=2[N:7]=1.[CH2:12]([NH:19][C:20]([C:22]1[S:26][C:25]([N:27]2[CH:32]=[CH:31][C:30]([OH:33])=[CH:29][C:28]2=[O:34])=[N:24][C:23]=1[CH3:35])=[O:21])[C:13]1[CH:18]=[CH:17][CH:16]=[CH:15][CH:14]=1, predict the reaction product. The product is: [S:4]1[C:5]2[CH:11]=[CH:10][CH:9]=[CH:8][C:6]=2[N:7]=[C:3]1[CH2:2][O:33][C:30]1[CH:31]=[CH:32][N:27]([C:25]2[S:26][C:22]([C:20]([NH:19][CH2:12][C:13]3[CH:18]=[CH:17][CH:16]=[CH:15][CH:14]=3)=[O:21])=[C:23]([CH3:35])[N:24]=2)[C:28](=[O:34])[CH:29]=1.